This data is from Catalyst prediction with 721,799 reactions and 888 catalyst types from USPTO. The task is: Predict which catalyst facilitates the given reaction. (1) Reactant: C([Mg]Cl)(C)C.Br[C:7]1[CH:12]=[C:11]([O:13][C:14]2[CH:19]=[CH:18][CH:17]=[CH:16][C:15]=2[O:20][CH3:21])[C:10]([Cl:22])=[CH:9][C:8]=1[F:23].[C:24](OCC)(=[O:30])[C:25]([O:27][CH2:28][CH3:29])=[O:26].[Cl-].[NH4+]. Product: [Cl:22][C:10]1[C:11]([O:13][C:14]2[CH:19]=[CH:18][CH:17]=[CH:16][C:15]=2[O:20][CH3:21])=[CH:12][C:7]([C:24](=[O:30])[C:25]([O:27][CH2:28][CH3:29])=[O:26])=[C:8]([F:23])[CH:9]=1. The catalyst class is: 1. (2) Reactant: C1(P(=[CH:20][C:21]([O:23][CH3:24])=[O:22])(C2C=CC=CC=2)C2C=CC=CC=2)C=CC=CC=1.[F:25][C:26]1[CH:27]=[C:28]([CH:31]=[CH:32][C:33]=1[OH:34])[CH:29]=O. Product: [F:25][C:26]1[CH:27]=[C:28](/[CH:29]=[CH:20]/[C:21]([O:23][CH3:24])=[O:22])[CH:31]=[CH:32][C:33]=1[OH:34]. The catalyst class is: 93. (3) Reactant: [F:1]C1C=CC(S(Cl)(=O)=O)=CC=1.F[CH:13]1[CH:18]2[CH2:19][CH:15]([CH:16]([C:30]([O:32][CH2:33][CH3:34])=[O:31])[N:17]2[S:20]([C:23]2[CH:28]=[CH:27][C:26]([F:29])=[CH:25][CH:24]=2)(=[O:22])=[O:21])[CH2:14]1. Product: [F:1][CH:14]1[CH2:13][CH:18]2[CH2:19][CH:15]1[CH:16]([C:30]([O:32][CH2:33][CH3:34])=[O:31])[N:17]2[S:20]([C:23]1[CH:28]=[CH:27][C:26]([F:29])=[CH:25][CH:24]=1)(=[O:21])=[O:22]. The catalyst class is: 4. (4) Reactant: [NH2:1][C:2]1[CH:3]=[C:4]([CH:9]=[CH:10][N:11]=1)[C:5]([O:7][CH3:8])=[O:6].[C:12](Cl)(=[O:15])[CH2:13][CH3:14].Cl. Product: [C:12]([NH:1][C:2]1[CH:3]=[C:4]([CH:9]=[CH:10][N:11]=1)[C:5]([O:7][CH3:8])=[O:6])(=[O:15])[CH2:13][CH3:14]. The catalyst class is: 17. (5) Reactant: [Cl:1][C:2]1[CH:7]=[CH:6][C:5]([N:8]2[C:13](=[O:14])[CH:12]=[C:11]([C:15]([F:18])([F:17])[F:16])[N:10]([CH3:19])[C:9]2=[O:20])=[CH:4][C:3]=1[CH:21]=[O:22].[CH2:23](O)[CH2:24][CH2:25][OH:26].C1(C)C=CC(S(O)(=O)=O)=CC=1. Product: [Cl:1][C:2]1[CH:7]=[CH:6][C:5]([N:8]2[C:13](=[O:14])[CH:12]=[C:11]([C:15]([F:18])([F:16])[F:17])[N:10]([CH3:19])[C:9]2=[O:20])=[CH:4][C:3]=1[CH:21]1[O:26][CH2:25][CH2:24][CH2:23][O:22]1. The catalyst class is: 4. (6) Reactant: [C:1]([O:5][C:6]([N:8]1[CH2:11][CH:10]([O:12][C:13]2[CH:14]=[C:15]3[C:24](=[CH:25][C:26]=2Br)[O:23][CH2:22][C:21]2[N:16]3[CH:17]([CH3:29])[C:18](=[O:28])[NH:19][N:20]=2)[CH2:9]1)=[O:7])([CH3:4])([CH3:3])[CH3:2].[CH:30]1(B(O)O)[CH2:32][CH2:31]1.C([O-])([O-])=O.[K+].[K+].C(Cl)Cl. Product: [C:1]([O:5][C:6]([N:8]1[CH2:11][CH:10]([O:12][C:13]2[CH:14]=[C:15]3[C:24](=[CH:25][C:26]=2[CH:30]2[CH2:32][CH2:31]2)[O:23][CH2:22][C:21]2[N:16]3[CH:17]([CH3:29])[C:18](=[O:28])[NH:19][N:20]=2)[CH2:9]1)=[O:7])([CH3:4])([CH3:3])[CH3:2]. The catalyst class is: 117. (7) Reactant: O.[C:2]([OH:6])(=O)[CH:3]=O.[CH3:7][C:8]1[CH:13]=[C:12]([CH3:14])[CH:11]=[CH:10][C:9]=1[C:15](=O)[CH3:16].[NH4+:18].[OH-].[NH2:20]N. Product: [CH3:7][C:8]1[CH:13]=[C:12]([CH3:14])[CH:11]=[CH:10][C:9]=1[C:15]1[CH:16]=[CH:3][C:2](=[O:6])[NH:18][N:20]=1. The catalyst class is: 6. (8) Reactant: [Cl:1][C:2]1[CH:7]=[CH:6][C:5]([CH:8]([C:26]2[CH:31]=[CH:30][C:29]([Cl:32])=[CH:28][CH:27]=2)[C:9]2[CH:10]=[C:11]3[C:16](=[CH:17][CH:18]=2)[N:15]=[CH:14][N:13]=[C:12]3[NH:19][CH:20]2[CH2:25][CH2:24][NH:23][CH2:22][CH2:21]2)=[CH:4][CH:3]=1.C(N(CC)CC)C.[N:40]1([S:45](Cl)(=[O:47])=[O:46])[CH2:44][CH2:43][CH2:42][CH2:41]1. Product: [Cl:1][C:2]1[CH:7]=[CH:6][C:5]([CH:8]([C:26]2[CH:27]=[CH:28][C:29]([Cl:32])=[CH:30][CH:31]=2)[C:9]2[CH:10]=[C:11]3[C:16](=[CH:17][CH:18]=2)[N:15]=[CH:14][N:13]=[C:12]3[NH:19][CH:20]2[CH2:21][CH2:22][N:23]([S:45]([N:40]3[CH2:44][CH2:43][CH2:42][CH2:41]3)(=[O:47])=[O:46])[CH2:24][CH2:25]2)=[CH:4][CH:3]=1. The catalyst class is: 2. (9) Reactant: [S:1]1[CH:5]=[CH:4][C:3](B(O)O)=[CH:2]1.O.[C:10]([OH:14])(=[O:13])[CH:11]=O.[NH:15]1[CH2:18][CH2:17][CH2:16]1. Product: [N:15]1([CH:11]([C:3]2[CH:4]=[CH:5][S:1][CH:2]=2)[C:10]([OH:14])=[O:13])[CH2:18][CH2:17][CH2:16]1. The catalyst class is: 2. (10) Reactant: [F:1][C:2]([S:5]([O:8]S(C(F)(F)F)(=O)=O)(=[O:7])=[O:6])([F:4])[F:3].[CH3:16][C:17]1([CH3:24])[O:21][CH:20]([CH2:22]O)[CH2:19][O:18]1.N1C(C)=CC=CC=1C. Product: [F:1][C:2]([F:4])([F:3])[S:5]([O:8][CH2:22][CH:20]1[CH2:19][O:18][C:17]([CH3:24])([CH3:16])[O:21]1)(=[O:7])=[O:6]. The catalyst class is: 34.